The task is: Predict the reactants needed to synthesize the given product.. This data is from Full USPTO retrosynthesis dataset with 1.9M reactions from patents (1976-2016). The reactants are: [CH2:1]([O:5][C:6]1[CH:35]=[CH:34][C:9]([CH2:10][NH:11][C:12]2[N:17]=[C:16]([O:18][CH2:19][C:20]([F:23])([F:22])[F:21])[N:15]=[C:14]([NH:24][C:25]3[CH:33]=[CH:32][C:28]([C:29]([OH:31])=O)=[CH:27][CH:26]=3)[N:13]=2)=[CH:8][CH:7]=1)[CH2:2][CH:3]=[CH2:4].[CH2:36]([S:39]([NH2:42])(=[O:41])=[O:40])[CH:37]=[CH2:38].CN(C(ON1N=NC2C=CC=NC1=2)=[N+](C)C)C.F[P-](F)(F)(F)(F)F. Given the product [CH2:36]([S:39]([NH:42][C:29](=[O:31])[C:28]1[CH:27]=[CH:26][C:25]([NH:24][C:14]2[N:13]=[C:12]([NH:11][CH2:10][C:9]3[CH:8]=[CH:7][C:6]([O:5][CH2:1][CH2:2][CH:3]=[CH2:4])=[CH:35][CH:34]=3)[N:17]=[C:16]([O:18][CH2:19][C:20]([F:21])([F:22])[F:23])[N:15]=2)=[CH:33][CH:32]=1)(=[O:41])=[O:40])[CH:37]=[CH2:38], predict the reactants needed to synthesize it.